Dataset: Forward reaction prediction with 1.9M reactions from USPTO patents (1976-2016). Task: Predict the product of the given reaction. (1) Given the reactants [CH3:1][O:2][C:3]1[CH:8]=[CH:7][N:6]=[CH:5][CH:4]=1.[N+:9]([C:12]1[CH:17]=[C:16]([N+:18]([O-:20])=[O:19])[CH:15]=[CH:14][C:13]=1[O:21]N)([O-:11])=[O:10].CCOCC, predict the reaction product. The product is: [NH2:9][N+:6]1[CH:7]=[CH:8][C:3]([O:2][CH3:1])=[CH:4][CH:5]=1.[N+:9]([C:12]1[CH:17]=[C:16]([N+:18]([O-:20])=[O:19])[CH:15]=[CH:14][C:13]=1[O-:21])([O-:11])=[O:10]. (2) Given the reactants Br[CH2:2][C:3]([C:5]1[CH:10]=[CH:9][CH:8]=[C:7]([N+:11]([O-:13])=[O:12])[CH:6]=1)=[O:4].[BH4-].[Na+].[OH-].[K+].C(OCC)(=O)C, predict the reaction product. The product is: [N+:11]([C:7]1[CH:6]=[C:5]([CH:3]2[CH2:2][O:4]2)[CH:10]=[CH:9][CH:8]=1)([O-:13])=[O:12]. (3) Given the reactants [CH2:1]([O:8][N:9]1[C:13]([CH:14](O)[CH:15]([CH2:18][CH3:19])[CH2:16][CH3:17])=[CH:12][CH:11]=[N:10]1)[C:2]1[CH:7]=[CH:6][CH:5]=[CH:4][CH:3]=1.C1(P(C2C=CC=CC=2)C2C=CC=CC=2)C=CC=CC=1.N(C(OCC)=O)=NC(OCC)=O.C1(P([N:66]=[N+:67]=[N-:68])(C2C=CC=CC=2)=O)C=CC=CC=1, predict the reaction product. The product is: [N:66]([CH:14]([C:13]1[N:9]([O:8][CH2:1][C:2]2[CH:7]=[CH:6][CH:5]=[CH:4][CH:3]=2)[N:10]=[CH:11][CH:12]=1)[CH:15]([CH2:18][CH3:19])[CH2:16][CH3:17])=[N+:67]=[N-:68]. (4) Given the reactants [NH2:1][C:2]1[O:6][N:5]=[C:4]([C:7]2[CH:12]=[CH:11][CH:10]=[CH:9][C:8]=2[Cl:13])[C:3]=1[C:14]([OH:16])=O.Cl.C(N=C=NCCCN(C)C)C.[Cl:29][C:30]1[CH:31]=[C:32]([N:37]2[CH2:42][CH2:41][NH:40][CH2:39][CH2:38]2)[CH:33]=[CH:34][C:35]=1[Cl:36], predict the reaction product. The product is: [NH2:1][C:2]1[O:6][N:5]=[C:4]([C:7]2[CH:12]=[CH:11][CH:10]=[CH:9][C:8]=2[Cl:13])[C:3]=1[C:14]([N:40]1[CH2:39][CH2:38][N:37]([C:32]2[CH:33]=[CH:34][C:35]([Cl:36])=[C:30]([Cl:29])[CH:31]=2)[CH2:42][CH2:41]1)=[O:16]. (5) Given the reactants [C@@H:1]1([N:10]2[CH:17]=[CH:16][C:14](=[O:15])[NH:13][C:11]2=[O:12])[O:9][C@H:6]([CH2:7][OH:8])[C@@H:4]([OH:5])[C@H:2]1[OH:3].CN(C=O)C.[CH3:23][CH2:24][CH2:25][CH2:26][CH2:27][CH2:28][CH2:29][CH2:30][CH2:31][C:32](=O)[CH2:33][CH2:34][CH2:35][CH2:36][CH2:37][CH2:38][CH2:39][CH2:40][CH3:41].Cl, predict the reaction product. The product is: [OH:8][CH2:7][C@@H:6]1[C@H:4]2[O:5][C:32]([CH2:33][CH2:34][CH2:35][CH2:36][CH2:37][CH2:38][CH2:39][CH2:40][CH3:41])([CH2:31][CH2:30][CH2:29][CH2:28][CH2:27][CH2:26][CH2:25][CH2:24][CH3:23])[O:3][C@H:2]2[C@H:1]([N:10]2[CH:17]=[CH:16][C:14](=[O:15])[NH:13][C:11]2=[O:12])[O:9]1. (6) Given the reactants [CH3:1][C:2](=[CH2:5])[CH2:3][OH:4].[O-:6]O.C1(C(C)C)C=CC=CC=1.P(OC)(OC)OC.C(N(CC)CC)C.[N+:31]([C:34]1[CH:35]=[C:36]([S:40](Cl)(=[O:42])=[O:41])[CH:37]=[CH:38][CH:39]=1)([O-:33])=[O:32], predict the reaction product. The product is: [CH3:5][C@@:2]1([CH2:1][O:41][S:40]([C:36]2[CH:37]=[CH:38][CH:39]=[C:34]([N+:31]([O-:33])=[O:32])[CH:35]=2)(=[O:42])=[O:6])[CH2:3][O:4]1.